Dataset: Full USPTO retrosynthesis dataset with 1.9M reactions from patents (1976-2016). Task: Predict the reactants needed to synthesize the given product. (1) Given the product [CH3:14][C:9]1[CH:10]=[CH:11][C:12]([C:42]2[CH:51]=[C:50]3[C:45]([NH:46][CH2:47][CH:48]4[CH2:55][NH:54][CH2:53][CH2:52][N:49]43)=[CH:44][CH:43]=2)=[CH:13][CH:8]=1, predict the reactants needed to synthesize it. The reactants are: C1(P(C2CCCCC2)[C:8]2[CH:13]=[CH:12][CH:11]=[CH:10][C:9]=2[C:14]2C=CC=CC=2N(C)C)CCCCC1.B(O)(O)C1C=CC(C)=CC=1.[F-].[K+].Cl[C:42]1[CH:51]=[C:50]2[C:45]([NH:46][CH2:47][CH:48]3[CH2:55][N:54](C(OCC4C=CC=CC=4)=O)[CH2:53][CH2:52][N:49]32)=[CH:44][CH:43]=1. (2) Given the product [Br-:26].[CH2:32]([O:31][C:27]1[CH:28]=[CH:29][CH:30]=[C:23]([O:22][CH2:20][CH3:21])[C:24]=1[CH2:25][P+:7]([C:1]1[CH:2]=[CH:3][CH:4]=[CH:5][CH:6]=1)([C:8]1[CH:13]=[CH:12][CH:11]=[CH:10][CH:9]=1)[C:14]1[CH:15]=[CH:16][CH:17]=[CH:18][CH:19]=1)[CH3:33], predict the reactants needed to synthesize it. The reactants are: [C:1]1([P:7]([C:14]2[CH:19]=[CH:18][CH:17]=[CH:16][CH:15]=2)[C:8]2[CH:13]=[CH:12][CH:11]=[CH:10][CH:9]=2)[CH:6]=[CH:5][CH:4]=[CH:3][CH:2]=1.[CH2:20]([O:22][C:23]1[CH:30]=[CH:29][CH:28]=[C:27]([O:31][CH2:32][CH3:33])[C:24]=1[CH2:25][Br:26])[CH3:21].C(OCC)C.